This data is from Full USPTO retrosynthesis dataset with 1.9M reactions from patents (1976-2016). The task is: Predict the reactants needed to synthesize the given product. Given the product [Cl:21][C:2]1[C:3]2[CH2:4][CH2:5][CH2:6][CH2:7][C:8]=2[N:9]=[C:10]2[C:15]=1[CH:14]=[CH:13][C:12]([C:16]([OH:18])=[O:17])=[CH:11]2, predict the reactants needed to synthesize it. The reactants are: O=[C:2]1[C:15]2[CH:14]=[CH:13][C:12]([C:16]([OH:18])=[O:17])=[CH:11][C:10]=2[NH:9][C:8]2[CH2:7][CH2:6][CH2:5][CH2:4][C:3]1=2.P(Cl)(Cl)([Cl:21])=O.